The task is: Predict the product of the given reaction.. This data is from Forward reaction prediction with 1.9M reactions from USPTO patents (1976-2016). (1) The product is: [N:12]1[N:13]2[CH:18]=[CH:17][N:16]=[CH:15][C:14]2=[C:10]([C:7]2[N:6]=[C:5]([NH:19][CH:20]3[CH2:21][CH2:22][O:23][CH2:24][CH2:25]3)[C:4]([NH2:1])=[CH:9][N:8]=2)[CH:11]=1. Given the reactants [N+:1]([C:4]1[C:5]([NH:19][CH:20]2[CH2:25][CH2:24][O:23][CH2:22][CH2:21]2)=[N:6][C:7]([C:10]2[CH:11]=[N:12][N:13]3[CH:18]=[CH:17][N:16]=[CH:15][C:14]=23)=[N:8][CH:9]=1)([O-])=O, predict the reaction product. (2) Given the reactants [NH2:1][C:2]1[CH:3]=[C:4]2[C:8](=[CH:9][CH:10]=1)[N:7]([CH2:11][CH2:12][C:13]([NH:16][CH2:17][C@@H:18]([C:20]1[CH:21]=[C:22]([NH:26][S:27]([C:30]3[CH:35]=[CH:34][CH:33]=[CH:32][CH:31]=3)(=[O:29])=[O:28])[CH:23]=[CH:24][CH:25]=1)[OH:19])([CH3:15])[CH3:14])[CH:6]=[CH:5]2.N1C=CC=CC=1.[Cl-].[C:43](OC)(=[O:47])[C:44]([O-:46])=[O:45].[OH-].[Na+].C(O)(C(F)(F)F)=O, predict the reaction product. The product is: [C:30]1([S:27]([NH:26][C:22]2[CH:21]=[C:20]([C@@H:18]([OH:19])[CH2:17][NH:16][C:13]([CH3:14])([CH3:15])[CH2:12][CH2:11][N:7]3[C:8]4[C:4](=[CH:3][C:2]([NH:1][C:43](=[O:47])[C:44]([OH:46])=[O:45])=[CH:10][CH:9]=4)[CH:5]=[CH:6]3)[CH:25]=[CH:24][CH:23]=2)(=[O:29])=[O:28])[CH:35]=[CH:34][CH:33]=[CH:32][CH:31]=1. (3) Given the reactants [NH:1]([C:26]([O:28][C:29]([CH3:32])([CH3:31])[CH3:30])=[O:27])[C@@H:2]([C:23]([OH:25])=[O:24])[CH2:3][CH2:4][NH:5]C(OCC1C2C(=CC=CC=2)C2C1=CC=CC=2)=O.N1CCCCC1, predict the reaction product. The product is: [NH2:5][CH2:4][CH2:3][C@@H:2]([NH:1][C:26]([O:28][C:29]([CH3:32])([CH3:31])[CH3:30])=[O:27])[C:23]([OH:25])=[O:24]. (4) Given the reactants N[C:2]1[CH:10]=[CH:9][C:5]([C:6]([OH:8])=[O:7])=[CH:4][C:3]=1[C:11]([F:14])([F:13])[F:12].N([O-])=O.[Na+].[I-:19].[K+], predict the reaction product. The product is: [I:19][C:2]1[CH:10]=[CH:9][C:5]([C:6]([OH:8])=[O:7])=[CH:4][C:3]=1[C:11]([F:14])([F:13])[F:12].